Dataset: Peptide-MHC class II binding affinity with 134,281 pairs from IEDB. Task: Regression. Given a peptide amino acid sequence and an MHC pseudo amino acid sequence, predict their binding affinity value. This is MHC class II binding data. The peptide sequence is WLWYIKIFIMIVGGLIG. The binding affinity (normalized) is 0.568. The MHC is DRB1_1602 with pseudo-sequence DRB1_1602.